From a dataset of Forward reaction prediction with 1.9M reactions from USPTO patents (1976-2016). Predict the product of the given reaction. (1) Given the reactants [NH2:1][C:2]1[C:7]([C:8]([NH2:10])=[O:9])=[C:6]([N:11]2[CH2:16][CH2:15][CH:14]([C:17]3[N:18]([CH3:33])[CH:19]=[C:20]([C:22]4[CH:27]=[CH:26][C:25]([F:28])=[C:24]([C:29](F)(F)F)[CH:23]=4)[N:21]=3)[CH2:13][CH2:12]2)[N:5]=[CH:4][N:3]=1.NC1C(C#N)=C(N2CCC([C:49]3N(CCNC(C)C)[CH:51]=[C:52]([C:54]4C=CC(F)=C(C)C=4)[N:53]=3)CC2)N=CN=1, predict the reaction product. The product is: [NH2:1][C:2]1[C:7]([C:8]([NH2:10])=[O:9])=[C:6]([N:11]2[CH2:16][CH2:15][CH:14]([C:17]3[N:18]([CH2:33][CH2:49][NH:53][CH:52]([CH3:54])[CH3:51])[CH:19]=[C:20]([C:22]4[CH:27]=[CH:26][C:25]([F:28])=[C:24]([CH3:29])[CH:23]=4)[N:21]=3)[CH2:13][CH2:12]2)[N:5]=[CH:4][N:3]=1. (2) Given the reactants [CH2:1]([N:3]([CH3:15])[C:4]1[CH:5]=[C:6]2[C:11](=[CH:12][CH:13]=1)[C:10](=[O:14])[NH:9][CH2:8][CH2:7]2)[CH3:2].[Br:16][C:17]1[CH:27]=[CH:26][CH:25]=[C:24](Br)[C:18]=1[CH2:19][O:20][C:21](=[O:23])[CH3:22].C(=O)([O-])[O-].[K+].[K+].CS(C)=O, predict the reaction product. The product is: [Br:16][C:17]1[CH:27]=[CH:26][CH:25]=[C:24]([N:9]2[CH2:8][CH2:7][C:6]3[C:11](=[CH:12][CH:13]=[C:4]([N:3]([CH2:1][CH3:2])[CH3:15])[CH:5]=3)[C:10]2=[O:14])[C:18]=1[CH2:19][O:20][C:21](=[O:23])[CH3:22]. (3) Given the reactants [CH2:1]([N:8]1[C:16]2[C:11](=[CH:12][C:13]([OH:17])=[CH:14][CH:15]=2)[C:10]([C:18]([O:20][CH3:21])=[O:19])=[C:9]1[CH:22]([CH3:24])[CH3:23])[C:2]1[CH:7]=[CH:6][CH:5]=[CH:4][CH:3]=1.CI.[C:27]([O-])([O-])=O.[K+].[K+], predict the reaction product. The product is: [CH2:1]([N:8]1[C:16]2[C:11](=[CH:12][C:13]([O:17][CH3:27])=[CH:14][CH:15]=2)[C:10]([C:18]([O:20][CH3:21])=[O:19])=[C:9]1[CH:22]([CH3:24])[CH3:23])[C:2]1[CH:3]=[CH:4][CH:5]=[CH:6][CH:7]=1. (4) Given the reactants [C:1]([C:3]1[CH:10]=[CH:9][C:6](C=O)=[CH:5][CH:4]=1)#[N:2].[CH:11](OC)([O:14][CH3:15])[O:12][CH3:13].O.C1(C)C=CC(S(O)(=O)=O)=CC=1.C(=O)(O)[O-].[Na+], predict the reaction product. The product is: [O:12]1[CH2:13][CH2:15][O:14][CH:11]1[C:6]1[CH:9]=[CH:10][C:3]([C:1]#[N:2])=[CH:4][CH:5]=1. (5) Given the reactants [CH3:1][C@H:2]([NH2:6])[C:3]([OH:5])=[O:4].[CH:7]1[C:12]([CH2:13][C@H:14]([NH2:18])[C:15]([OH:17])=[O:16])=[CH:11][CH:10]=[C:9]([OH:19])[CH:8]=1.[CH2:20]([CH2:24][C@H:25]([NH2:29])[C:26]([OH:28])=[O:27])[CH2:21][CH2:22][NH2:23].[CH2:30]([C@H:35]([NH2:39])[C:36]([OH:38])=[O:37])[CH2:31][C:32]([OH:34])=[O:33], predict the reaction product. The product is: [CH3:1][C@H:2]([NH2:6])[C:3]([OH:5])=[O:4].[CH3:14][C:15]([OH:17])=[O:16].[CH:7]1[C:12]([CH2:13][C@H:14]([NH2:18])[C:15]([OH:17])=[O:16])=[CH:11][CH:10]=[C:9]([OH:19])[CH:8]=1.[CH2:20]([CH2:24][C@H:25]([NH2:29])[C:26]([OH:28])=[O:27])[CH2:21][CH2:22][NH2:23].[CH2:30]([C@H:35]([NH2:39])[C:36]([OH:38])=[O:37])[CH2:31][C:32]([OH:34])=[O:33]. (6) Given the reactants Cl[C:2]1[C:10]([F:11])=[CH:9][C:5]([C:6]([NH2:8])=[O:7])=[C:4]([NH:12][C:13]2[CH:18]=[CH:17][C:16]([C:19]3([CH3:26])[CH2:24][CH2:23][N:22]([CH3:25])[CH2:21][CH2:20]3)=[CH:15][CH:14]=2)[N:3]=1.[C:27]1([C:33]2[CH2:37][C:36]3([CH2:42][CH2:41][CH2:40][NH:39][CH2:38]3)[O:35][N:34]=2)[CH:32]=[CH:31][CH:30]=[CH:29][CH:28]=1.CCN(C(C)C)C(C)C, predict the reaction product. The product is: [CH3:25][N:22]1[CH2:23][CH2:24][C:19]([C:16]2[CH:17]=[CH:18][C:13]([NH:12][C:4]3[N:3]=[C:2]([N:39]4[CH2:40][CH2:41][CH2:42][C:36]5([O:35][N:34]=[C:33]([C:27]6[CH:32]=[CH:31][CH:30]=[CH:29][CH:28]=6)[CH2:37]5)[CH2:38]4)[C:10]([F:11])=[CH:9][C:5]=3[C:6]([NH2:8])=[O:7])=[CH:14][CH:15]=2)([CH3:26])[CH2:20][CH2:21]1. (7) Given the reactants [NH2:1][C:2]1[CH:3]=[CH:4][C:5]([Cl:11])=[C:6]([CH:10]=1)[C:7]([OH:9])=[O:8].[CH3:12][C:13]1[CH:14]=[C:15]([CH:19]=[CH:20][CH:21]=1)[C:16](Cl)=[O:17], predict the reaction product. The product is: [CH3:12][C:13]1[CH:14]=[C:15]([CH:19]=[CH:20][CH:21]=1)[C:16]([NH:1][C:2]1[CH:3]=[CH:4][C:5]([Cl:11])=[C:6]([CH:10]=1)[C:7]([OH:9])=[O:8])=[O:17]. (8) Given the reactants C1C(=O)N(Br)C(=[O:4])C1.CC([Si](C)(C)[O:14][C@@H:15]1[CH2:28][C@@H:27]2[C@H:18]([C@H:19]3[C@H:24]([CH2:25][CH2:26]2)[CH2:23][C@:22]2([CH3:34])[C:29](=[N:32][OH:33])[CH2:30][CH2:31][C@H:21]2[CH2:20]3)[CH2:17][CH2:16]1)(C)C.[BH4-].[Na+].Cl, predict the reaction product. The product is: [CH3:34][C@@:22]12[C@@H:29]([N+:32]([O-:4])=[O:33])[CH2:30][CH2:31][C@H:21]1[CH2:20][C@@H:19]1[C@H:24]([CH2:25][CH2:26][C@H:27]3[C@H:18]1[CH2:17][CH2:16][C@H:15]([OH:14])[CH2:28]3)[CH2:23]2. (9) Given the reactants [CH2:1]([O:8][C:9]1[CH:14]=[CH:13][C:12]([S:15][CH3:16])=[C:11]([CH3:17])[CH:10]=1)[C:2]1[CH:7]=[CH:6][CH:5]=[CH:4][CH:3]=1.ClC1C=CC=C(C(OO)=[O:26])C=1, predict the reaction product. The product is: [CH3:16][S:15]([C:12]1[CH:13]=[CH:14][C:9]([O:8][CH2:1][C:2]2[CH:3]=[CH:4][CH:5]=[CH:6][CH:7]=2)=[CH:10][C:11]=1[CH3:17])=[O:26]. (10) Given the reactants C([O:8][C:9]1[CH:10]=[C:11]([C:17]2[CH:22]=[CH:21][C:20]([C:23]([O:25][CH3:26])=[O:24])=[CH:19][CH:18]=2)[CH:12]=[C:13]([CH2:15]Cl)[CH:14]=1)C1C=CC=CC=1.[C:27]([C:31]1[CH:36]=[CH:35][C:34]([C:37]2[C:45]3[C:40](=[CH:41][CH:42]=[CH:43][CH:44]=3)[NH:39][C:38]=2[C:46]([O:48][CH2:49][CH3:50])=[O:47])=[CH:33][CH:32]=1)([CH3:30])([CH3:29])[CH3:28].C([O-])([O-])=O.[K+].[K+].CCOC(C)=O, predict the reaction product. The product is: [C:27]([C:31]1[CH:32]=[CH:33][C:34]([C:37]2[C:45]3[C:40](=[CH:41][CH:42]=[CH:43][CH:44]=3)[N:39]([CH2:15][C:13]3[CH:12]=[C:11]([C:17]4[CH:18]=[CH:19][C:20]([C:23]([O:25][CH3:26])=[O:24])=[CH:21][CH:22]=4)[CH:10]=[C:9]([OH:8])[CH:14]=3)[C:38]=2[C:46]([O:48][CH2:49][CH3:50])=[O:47])=[CH:35][CH:36]=1)([CH3:30])([CH3:28])[CH3:29].